Dataset: Catalyst prediction with 721,799 reactions and 888 catalyst types from USPTO. Task: Predict which catalyst facilitates the given reaction. Reactant: [C:9](O[C:9]([O:11][C:12]([CH3:15])([CH3:14])[CH3:13])=[O:10])([O:11][C:12]([CH3:15])([CH3:14])[CH3:13])=[O:10].[NH2:16][C:17]1[CH:22]=[CH:21][CH:20]=[C:19]([Br:23])[N:18]=1.C(N(CC)CC)C.O. Product: [Br:23][C:19]1[N:18]=[C:17]([NH:16][C:9](=[O:10])[O:11][C:12]([CH3:13])([CH3:14])[CH3:15])[CH:22]=[CH:21][CH:20]=1. The catalyst class is: 112.